This data is from Full USPTO retrosynthesis dataset with 1.9M reactions from patents (1976-2016). The task is: Predict the reactants needed to synthesize the given product. (1) Given the product [C:2]([N+:6]([O-:7])=[CH:24][C:14]1[CH:15]=[N:16][C:17]([S:19]([O:22][CH3:23])(=[O:21])=[O:20])=[CH:18][C:13]=1[S:10]([O:9][CH3:8])(=[O:11])=[O:12])([CH3:5])([CH3:4])[CH3:3], predict the reactants needed to synthesize it. The reactants are: Cl.[C:2]([NH:6][OH:7])([CH3:5])([CH3:4])[CH3:3].[CH3:8][O:9][S:10]([C:13]1[CH:18]=[C:17]([S:19]([O:22][CH3:23])(=[O:21])=[O:20])[N:16]=[CH:15][C:14]=1[CH:24]=O)(=[O:12])=[O:11]. (2) Given the product [CH3:1][N:2]([CH2:3][C:4]1[CH:9]=[CH:8][CH:7]=[CH:6][CH:5]=1)[CH2:17][CH2:18][CH2:19][CH2:20][CH3:21], predict the reactants needed to synthesize it. The reactants are: [CH3:1][NH:2][CH2:3][C:4]1[CH:9]=[CH:8][CH:7]=[CH:6][CH:5]=1.C(=O)([O-])[O-].[K+].[K+].Br[CH2:17][CH2:18][CH2:19][CH2:20][CH3:21]. (3) Given the product [O:3]1[CH:4]=[CH:5][CH:6]=[C:2]1[C:24]#[C:23][Si:20]([CH3:22])([CH3:21])[CH3:19], predict the reactants needed to synthesize it. The reactants are: Br[C:2]1[O:3][CH:4]=[CH:5][CH:6]=1.C(NC(C)C)(C)C.C1COCC1.[CH3:19][Si:20]([C:23]#[CH:24])([CH3:22])[CH3:21]. (4) Given the product [F:1][CH:2]([C:15]1[CH:16]=[N:17][N:18]([CH3:22])[C:19](=[O:21])[CH:20]=1)[C:3]([O:5][CH2:6][CH3:7])=[O:4], predict the reactants needed to synthesize it. The reactants are: [F:1][C:2]([C:15]1[CH:16]=[N:17][N:18]([CH3:22])[C:19](=[O:21])[CH:20]=1)(C(OCC)=O)[C:3]([O:5][C:6](C)(C)[CH3:7])=[O:4].C(=O)(O)[O-].[Na+]. (5) Given the product [CH3:16][C@:13]1([NH:17][C:18](=[O:25])[C:19]2[CH:24]=[CH:23][CH:22]=[CH:21][CH:20]=2)[C@@H:11]2[C@@H:10]([CH2:9][NH:8][CH2:12]2)[CH2:15][CH2:14]1, predict the reactants needed to synthesize it. The reactants are: C([N:8]1[CH2:12][C@@H:11]2[C@@:13]([NH:17][C:18](=[O:25])[C:19]3[CH:24]=[CH:23][CH:22]=[CH:21][CH:20]=3)([CH3:16])[CH2:14][CH2:15][C@@H:10]2[CH2:9]1)C1C=CC=CC=1.[H][H]. (6) Given the product [ClH:30].[Cl:30][C:6]1[CH:7]=[CH:8][C:9]([C:11]2[CH:16]=[C:15]([NH:17][CH2:18][CH2:19][C:20]3[CH:21]=[CH:22][C:23]([O:26][CH3:27])=[CH:24][CH:25]=3)[N:14]=[C:13]([O:28][CH3:29])[N:12]=2)=[CH:10][C:5]=1[C:4]([OH:31])=[O:3], predict the reactants needed to synthesize it. The reactants are: C([O:3][C:4](=[O:31])[C:5]1[CH:10]=[C:9]([C:11]2[CH:16]=[C:15]([NH:17][CH2:18][CH2:19][C:20]3[CH:25]=[CH:24][C:23]([O:26][CH3:27])=[CH:22][CH:21]=3)[N:14]=[C:13]([O:28][CH3:29])[N:12]=2)[CH:8]=[CH:7][C:6]=1[Cl:30])C.[OH-].[Na+]. (7) The reactants are: [CH:1]1([O:4][C:5]2[C:6]([N+:14]([O-])=O)=[C:7]([CH:11]=[CH:12][CH:13]=2)[C:8]([OH:10])=[O:9])[CH2:3][CH2:2]1. Given the product [NH2:14][C:6]1[C:5]([O:4][CH:1]2[CH2:2][CH2:3]2)=[CH:13][CH:12]=[CH:11][C:7]=1[C:8]([OH:10])=[O:9], predict the reactants needed to synthesize it. (8) Given the product [CH:59]1([CH2:64][C:31]([N:28]2[CH2:27][CH2:26][CH:25]([C:22]3[CH:21]=[CH:20][C:19]([NH:18][C:15]([C@H:13]4[CH2:12][CH2:9][N:11]([C:49]5[CH:48]=[N:47][CH:46]=[CH:45][CH:44]=5)[CH2:14]4)=[O:17])=[CH:24][CH:23]=3)[CH2:30][CH2:29]2)=[O:33])[CH2:63][CH2:62][CH2:61][CH2:60]1, predict the reactants needed to synthesize it. The reactants are: C(O[C:9]([N:11]1[CH2:14][CH:13]([C:15]([OH:17])=O)[CH2:12]1)=O)C1C=CC=CC=1.[NH2:18][C:19]1[CH:24]=[CH:23][C:22]([CH:25]2[CH2:30][CH2:29][N:28]([C:31]([O:33]C(C)(C)C)=O)[CH2:27][CH2:26]2)=[CH:21][CH:20]=1.NC1C=CC(O[CH:44]2[CH2:49][CH2:48][N:47](C(OC(C)(C)C)=O)[CH2:46][CH2:45]2)=CC=1.[CH:59]1([C:64]2C=CC=CC=2C(O)=O)[CH2:63][CH2:62][CH2:61][CH2:60]1.O1CCC(CC(O)=O)CC1. (9) Given the product [CH3:193][C:194]1[CH2:195][CH2:196][CH2:197][C:203]([CH3:202])([CH3:217])[C:204]=1/[CH:205]=[CH:206]/[C:207](/[CH3:208])=[CH:20]/[CH:18]=[CH:17]/[C:16](/[CH3:29])=[CH:15]/[CH:14]=[O:19], predict the reactants needed to synthesize it. The reactants are: [Cl-].[K+].[Mg+2].[Cl-].[Cl-].C(O)[C@H]1O[C@H](O[C@H:14]2[O:19][C@H:18]([CH2:20]O)[C@@H:17](O)[C@H:16](O)[C@H:15]2O)[C@H](O)[C@@H](O)[C@@H]1O.[CH3:29]NC[C@H](O)C1C=CC=C(O)C=1.CCCOC1C=CC(C(OCCN(CC)CC)=O)=CC=1N.Cl.C1[C@H](N)[C@@H](O[C@H]2O[C@H](CN)[C@@H](O)[C@H](O)[C@H]2N)[C@H](O[C@@H]2O[C@H](CO)[C@@H](O[C@H]3O[C@@H](CN)[C@@H](O)[C@H](O)[C@H]3N)[C@H]2O)[C@@H](O)[C@@H]1N.CCC(CCCCC(N[C@H](C(N[C@H](C(N[C@H](C(N[C@@H]1C(=O)N[C@H](CCN)C(=O)N[C@H](CC2C=CC=CC=2)C(=O)N[C@@H](CC(C)C)C(=O)N[C@@H](CCN)C(=O)N[C@@H](CCN)C(=O)N[C@@H]([C@H](O)C)C(=O)NCC1)=O)CCN)=O)[C@H](O)C)=O)CCN)=O)C.C[C@H]1[C@:208](O)(C(CO)=O)[C@:207]2(C)[C@H:193]([C@H:194]3[C@:204](F)([C@@H:205](O)[CH2:206]2)[C@:203]2([CH3:217])[C:197](=CC(C=[CH:202]2)=O)[CH2:196][CH2:195]3)C1. (10) Given the product [O:19]=[C:11]1[CH:10]=[C:9]([CH2:8][N:7]([C:1]2[CH:2]=[CH:3][CH:4]=[CH:5][CH:6]=2)[C:20](=[O:22])[CH3:21])[C:18]2[C:13](=[CH:14][CH:15]=[CH:16][CH:17]=2)[NH:12]1, predict the reactants needed to synthesize it. The reactants are: [C:1]1([NH:7][CH2:8][C:9]2[C:18]3[C:13](=[CH:14][CH:15]=[CH:16][CH:17]=3)[NH:12][C:11](=[O:19])[CH:10]=2)[CH:6]=[CH:5][CH:4]=[CH:3][CH:2]=1.[C:20](Cl)(=[O:22])[CH3:21].